This data is from Catalyst prediction with 721,799 reactions and 888 catalyst types from USPTO. The task is: Predict which catalyst facilitates the given reaction. (1) Reactant: [Cl:1][C:2]1[C:11]2[C:6](=[CH:7][CH:8]=[CH:9][CH:10]=2)[N:5]=[CH:4][C:3]=1[NH2:12].[Cl:13][CH2:14][CH2:15][CH2:16][CH2:17][C:18](Cl)=[O:19]. Product: [Cl:13][CH2:14][CH2:15][CH2:16][CH2:17][C:18]([NH:12][C:3]1[CH:4]=[N:5][C:6]2[C:11]([C:2]=1[Cl:1])=[CH:10][CH:9]=[CH:8][CH:7]=2)=[O:19]. The catalyst class is: 417. (2) Reactant: Cl.Cl.[C:3]([C:7]1[O:11][N:10]=[C:9]([NH:12][C:13]([NH:15][C:16]2[CH:21]=[CH:20][CH:19]=[C:18]([O:22][C:23]3[C:32]4[C:27](=[CH:28][C:29]([O:35][C@@H:36]5[CH2:40][CH2:39][NH:38][CH2:37]5)=[C:30]([O:33][CH3:34])[CH:31]=4)[N:26]=[CH:25][N:24]=3)[CH:17]=2)=[O:14])[CH:8]=1)([CH3:6])([CH3:5])[CH3:4].C=O.Cl[CH2:44]CCl.[C:47]([O:50][BH-]([O:50][C:47](=[O:49])[CH3:48])[O:50][C:47](=[O:49])[CH3:48])(=[O:49])[CH3:48].[Na+]. Product: [C:47]([OH:50])(=[O:49])[CH3:48].[C:3]([C:7]1[O:11][N:10]=[C:9]([NH:12][C:13]([NH:15][C:16]2[CH:21]=[CH:20][CH:19]=[C:18]([O:22][C:23]3[C:32]4[C:27](=[CH:28][C:29]([O:35][C@@H:36]5[CH2:40][CH2:39][N:38]([CH3:44])[CH2:37]5)=[C:30]([O:33][CH3:34])[CH:31]=4)[N:26]=[CH:25][N:24]=3)[CH:17]=2)=[O:14])[CH:8]=1)([CH3:6])([CH3:4])[CH3:5]. The catalyst class is: 145. (3) Reactant: [C:1]1([C:7]2[N:8]=[C:9]3[N:14]=[C:13]([NH2:15])[CH:12]=[CH:11][N:10]3[CH:16]=2)[CH:6]=[CH:5][CH:4]=[CH:3][CH:2]=1.[CH3:17][O:18][C:19]1[N:27]=[CH:26][CH:25]=[CH:24][C:20]=1[C:21](O)=[O:22].C(N(C(C)C)CC)(C)C.CCCP(=O)=O. Product: [CH3:17][O:18][C:19]1[N:27]=[CH:26][CH:25]=[CH:24][C:20]=1[C:21]([NH:15][C:13]1[CH:12]=[CH:11][N:10]2[CH:16]=[C:7]([C:1]3[CH:2]=[CH:3][CH:4]=[CH:5][CH:6]=3)[N:8]=[C:9]2[N:14]=1)=[O:22]. The catalyst class is: 54. (4) Reactant: [NH2:1][C:2]1[N:7]([CH2:8][CH2:9][C:10]2[CH:15]=[CH:14][C:13]([N+:16]([O-:18])=[O:17])=[CH:12][CH:11]=2)[C:6](=[O:19])[N:5]([CH2:20][CH2:21][CH3:22])[C:4](=[O:23])[CH:3]=1.O.C(O)C.[N:28]([O-])=[O:29].[Na+]. Product: [NH2:1][C:2]1[N:7]([CH2:8][CH2:9][C:10]2[CH:11]=[CH:12][C:13]([N+:16]([O-:18])=[O:17])=[CH:14][CH:15]=2)[C:6](=[O:19])[N:5]([CH2:20][CH2:21][CH3:22])[C:4](=[O:23])[C:3]=1[N:28]=[O:29]. The catalyst class is: 15. (5) Reactant: [F:1][C:2]1[CH:7]=[C:6]([C:8]([F:11])([F:10])[F:9])[CH:5]=[CH:4][C:3]=1[CH2:12][C:13]#[N:14].[ClH:15]. Product: [ClH:15].[F:1][C:2]1[CH:7]=[C:6]([C:8]([F:10])([F:11])[F:9])[CH:5]=[CH:4][C:3]=1[CH2:12][CH2:13][NH2:14]. The catalyst class is: 50. (6) Reactant: [N+:1]([C:4]1[CH:10]=[CH:9][C:7]([NH2:8])=[CH:6][CH:5]=1)([O-:3])=[O:2].[C:11]([C:15]1[CH:16]=[C:17]([CH:21]=[C:22]([C:25]([CH3:28])([CH3:27])[CH3:26])[C:23]=1[OH:24])[C:18](O)=[O:19])([CH3:14])([CH3:13])[CH3:12].C1(N=C=NC2CCCCC2)CCCCC1. Product: [CH3:28][C:25]([C:22]1[CH:21]=[C:17]([CH:16]=[C:15]([C:11]([CH3:14])([CH3:13])[CH3:12])[C:23]=1[OH:24])[C:18]([NH:8][C:7]1[CH:9]=[CH:10][C:4]([N+:1]([O-:3])=[O:2])=[CH:5][CH:6]=1)=[O:19])([CH3:26])[CH3:27]. The catalyst class is: 1. (7) Reactant: I[C:2]1[C:10]2[C:5](=[CH:6][CH:7]=[C:8]([C:11]3[O:15][C:14]([NH:16][CH3:17])=[N:13][N:12]=3)[CH:9]=2)[N:4]([S:18]([C:21]2[CH:27]=[CH:26][C:24]([CH3:25])=[CH:23][CH:22]=2)(=[O:20])=[O:19])[CH:3]=1.[CH:28]([O:31][C:32]1[CH:37]=[CH:36][CH:35]=[C:34](B2OC(C)(C)C(C)(C)O2)[N:33]=1)([CH3:30])[CH3:29].C1(P(C2CCCCC2)C2C=CC=CC=2C2C(C(C)C)=CC(C(C)C)=CC=2C(C)C)CCCCC1.P([O-])([O-])([O-])=O.[K+].[K+].[K+]. Product: [CH:28]([O:31][C:32]1[N:33]=[C:34]([C:2]2[C:10]3[C:5](=[CH:6][CH:7]=[C:8]([C:11]4[O:15][C:14]([NH:16][CH3:17])=[N:13][N:12]=4)[CH:9]=3)[N:4]([S:18]([C:21]3[CH:27]=[CH:26][C:24]([CH3:25])=[CH:23][CH:22]=3)(=[O:19])=[O:20])[CH:3]=2)[CH:35]=[CH:36][CH:37]=1)([CH3:30])[CH3:29]. The catalyst class is: 333. (8) Reactant: [C:1]([NH:8][CH:9]([C:14]1[CH:18]=[CH:17][N:16]([CH3:19])[N:15]=1)[C:10]([O:12]C)=[O:11])([O:3][C:4]([CH3:7])([CH3:6])[CH3:5])=[O:2].O.[OH-].[Li+]. Product: [C:1]([NH:8][CH:9]([C:14]1[CH:18]=[CH:17][N:16]([CH3:19])[N:15]=1)[C:10]([OH:12])=[O:11])([O:3][C:4]([CH3:7])([CH3:6])[CH3:5])=[O:2]. The catalyst class is: 1. (9) Reactant: [C:1]([CH2:3][S:4][C:5]1[NH:6][C:7](=[O:16])[CH:8]=[C:9]([CH2:13][CH2:14][CH3:15])[C:10]=1[C:11]#[N:12])#[N:2].C1C=CC(N([S:24]([C:27]([F:30])([F:29])[F:28])(=[O:26])=[O:25])[S:24]([C:27]([F:30])([F:29])[F:28])(=[O:26])=[O:25])=CC=1.C(N(C(C)C)CC)(C)C. Product: [C:11]([C:10]1[C:9]([CH2:13][CH2:14][CH3:15])=[CH:8][C:7]([O:16][S:24]([C:27]([F:30])([F:29])[F:28])(=[O:26])=[O:25])=[N:6][C:5]=1[S:4][CH2:3][C:1]#[N:2])#[N:12]. The catalyst class is: 12. (10) Product: [CH3:11][O:10][CH2:9][S:8][C:5]1[CH:6]=[CH:7][C:2]([B:20]([OH:21])[OH:19])=[CH:3][CH:4]=1. The catalyst class is: 1. Reactant: Br[C:2]1[CH:7]=[CH:6][C:5]([S:8][CH2:9][O:10][CH3:11])=[CH:4][CH:3]=1.[Li]CCCC.C([O:19][B:20](OCC)[O:21]CC)C.O.